Dataset: Full USPTO retrosynthesis dataset with 1.9M reactions from patents (1976-2016). Task: Predict the reactants needed to synthesize the given product. (1) Given the product [Cl:27][C:21]1[C:20]([F:28])=[C:19]([C:16]2[CH:17]=[CH:18][N:14]([CH2:13][C@@H:12]([NH:11][C:9]([C:7]3[NH:6][N:5]=[C:4]([CH:1]([OH:3])[CH3:2])[CH:8]=3)=[O:10])[CH3:29])[N:15]=2)[CH:24]=[CH:23][C:22]=1[C:25]#[N:26], predict the reactants needed to synthesize it. The reactants are: [C:1]([C:4]1[CH:8]=[C:7]([C:9]([NH:11][C@@H:12]([CH3:29])[CH2:13][N:14]2[CH:18]=[CH:17][C:16]([C:19]3[CH:24]=[CH:23][C:22]([C:25]#[N:26])=[C:21]([Cl:27])[C:20]=3[F:28])=[N:15]2)=[O:10])[NH:6][N:5]=1)(=[O:3])[CH3:2].[BH4-].[Na+]. (2) Given the product [NH2:8][CH2:7][C:6]1[CH:16]=[C:17]([CH:18]=[C:4]([CH:1]([CH3:3])[CH3:2])[CH:5]=1)[CH2:19][NH:20][S:21]([CH3:24])(=[O:23])=[O:22], predict the reactants needed to synthesize it. The reactants are: [CH:1]([C:4]1[CH:5]=[C:6]([CH:16]=[C:17]([CH2:19][NH:20][S:21]([CH3:24])(=[O:23])=[O:22])[CH:18]=1)[CH2:7][NH:8]C(=O)OC(C)(C)C)([CH3:3])[CH3:2].CNS(C)(=O)=O. (3) Given the product [N:54]([CH2:3][C:2]([C:5]1[CH:10]=[CH:9][CH:8]=[CH:7][C:6]=1[F:11])([F:12])[F:1])=[N+:55]=[N-:56], predict the reactants needed to synthesize it. The reactants are: [F:1][C:2]([F:12])([C:5]1[CH:10]=[CH:9][CH:8]=[CH:7][C:6]=1[F:11])[CH2:3]O.FC(F)(F)S(OS(C(F)(F)F)(=O)=O)(=O)=O.C(N(CC)CC)C.FC(F)(C1C=CC=CC=1F)COS(C(F)(F)F)(=O)=O.[N-:54]=[N+:55]=[N-:56].[Na+].